This data is from NCI-60 drug combinations with 297,098 pairs across 59 cell lines. The task is: Regression. Given two drug SMILES strings and cell line genomic features, predict the synergy score measuring deviation from expected non-interaction effect. (1) Drug 1: CC1=C(C=C(C=C1)NC(=O)C2=CC=C(C=C2)CN3CCN(CC3)C)NC4=NC=CC(=N4)C5=CN=CC=C5. Drug 2: CN(C(=O)NC(C=O)C(C(C(CO)O)O)O)N=O. Cell line: UO-31. Synergy scores: CSS=1.23, Synergy_ZIP=1.34, Synergy_Bliss=4.16, Synergy_Loewe=-0.218, Synergy_HSA=1.16. (2) Drug 1: CC12CCC(CC1=CCC3C2CCC4(C3CC=C4C5=CN=CC=C5)C)O. Drug 2: C1=CC=C(C=C1)NC(=O)CCCCCCC(=O)NO. Cell line: SK-OV-3. Synergy scores: CSS=6.06, Synergy_ZIP=-2.63, Synergy_Bliss=-0.217, Synergy_Loewe=-3.41, Synergy_HSA=-0.592.